Dataset: Full USPTO retrosynthesis dataset with 1.9M reactions from patents (1976-2016). Task: Predict the reactants needed to synthesize the given product. (1) Given the product [Br:11][C:8]1[CH:9]=[CH:10][C:5]([C:3]2[N:13]=[C:14]3[CH:19]=[CH:18][CH:17]=[CH:16][N:15]3[C:2]=2[CH3:12])=[CH:6][CH:7]=1, predict the reactants needed to synthesize it. The reactants are: Br[CH:2]([CH3:12])[C:3]([C:5]1[CH:10]=[CH:9][C:8]([Br:11])=[CH:7][CH:6]=1)=O.[NH2:13][C:14]1[CH:19]=[CH:18][CH:17]=[CH:16][N:15]=1.C(O)C.C(=O)([O-])O.[Na+]. (2) Given the product [CH2:16]([O:20][C:21]1[CH:26]=[CH:25][C:24]([C:2]2[C:10]3[C:6](=[N:7][N:8]([CH2:11][CH:12]([CH3:14])[CH3:13])[N:9]=3)[C:5]([C:36]3[CH:37]=[CH:38][C:39]([O:33][CH2:30][CH:44]([CH3:45])[CH3:43])=[CH:40][CH:41]=3)=[CH:4][CH:3]=2)=[CH:23][CH:22]=1)[CH:17]([CH3:19])[CH3:18], predict the reactants needed to synthesize it. The reactants are: Br[C:2]1[C:10]2[C:6](=[N:7][N:8]([CH2:11][CH:12]([CH3:14])[CH3:13])[N:9]=2)[C:5](Br)=[CH:4][CH:3]=1.[CH2:16]([O:20][C:21]1[CH:26]=[CH:25][C:24](B(O)O)=[CH:23][CH:22]=1)[CH:17]([CH3:19])[CH3:18].[C:30](=[O:33])([O-])[O-].[Na+].[Na+].[C:36]1(C)[CH:41]=[CH:40][CH:39]=[CH:38][CH:37]=1.[CH2:43](O)[CH2:44][CH2:45]C. (3) Given the product [Br:23][C:24]1[CH:25]=[C:26]2[C:30](=[CH:31][CH:32]=1)[N:29]([CH2:33][CH2:34][CH2:35][O:36][CH3:37])[CH:28]=[C:27]2[CH2:38][N:39]([CH:40]1[CH2:42][CH2:41]1)[C:56]([C@@H:52]1[O:53][CH2:54][CH2:55][N:50]([C:48]([O:47][C:43]([CH3:46])([CH3:45])[CH3:44])=[O:49])[CH2:51]1)=[O:57], predict the reactants needed to synthesize it. The reactants are: ON1C2C=CC=CC=2N=N1.Cl.C(N=C=NCCCN(C)C)C.[Br:23][C:24]1[CH:25]=[C:26]2[C:30](=[CH:31][CH:32]=1)[N:29]([CH2:33][CH2:34][CH2:35][O:36][CH3:37])[CH:28]=[C:27]2[CH2:38][NH:39][CH:40]1[CH2:42][CH2:41]1.[C:43]([O:47][C:48]([N:50]1[CH2:55][CH2:54][O:53][C@@H:52]([C:56](O)=[O:57])[CH2:51]1)=[O:49])([CH3:46])([CH3:45])[CH3:44]. (4) Given the product [O:10]1[C:6]2[CH:5]=[CH:4][N:3]=[CH:2][C:7]=2[CH2:8][C:9]21[CH:15]1[CH2:14][CH2:13][N:12]([CH2:17][CH2:16]1)[CH2:11]2, predict the reactants needed to synthesize it. The reactants are: Cl[C:2]1[C:7]2[CH2:8][C:9]3([CH:15]4[CH2:16][CH2:17][N:12]([CH2:13][CH2:14]4)[CH2:11]3)[O:10][C:6]=2[CH:5]=[CH:4][N:3]=1. (5) Given the product [CH:1]1([CH2:4][NH:5][C:6]([NH:8][C:9]2[CH:10]=[CH:11][C:12]([C:15]([N:17]3[CH2:22][CH2:21][N:20]([C:35](=[O:36])[C:34]4[CH:33]=[CH:32][C:31]([C:25]([OH:30])([C:24]([F:23])([F:40])[F:41])[C:26]([F:27])([F:28])[F:29])=[CH:39][CH:38]=4)[CH2:19][CH2:18]3)=[O:16])=[CH:13][CH:14]=2)=[O:7])[CH2:2][CH2:3]1, predict the reactants needed to synthesize it. The reactants are: [CH:1]1([CH2:4][NH:5][C:6]([NH:8][C:9]2[CH:14]=[CH:13][C:12]([C:15]([N:17]3[CH2:22][CH2:21][NH:20][CH2:19][CH2:18]3)=[O:16])=[CH:11][CH:10]=2)=[O:7])[CH2:3][CH2:2]1.[F:23][C:24]([F:41])([F:40])[C:25]([C:31]1[CH:39]=[CH:38][C:34]([C:35](O)=[O:36])=[CH:33][CH:32]=1)([OH:30])[C:26]([F:29])([F:28])[F:27].C(N(CC)CC)C.CCCP1(OP(CCC)(=O)OP(CCC)(=O)O1)=O. (6) Given the product [Cl:25][C:26]1[CH:32]=[CH:31][CH:30]=[C:29]([CH3:33])[C:27]=1[NH:28][C:9]([C:8]1[C:3]([CH2:1][CH3:2])=[N:4][C:5]([S:12][CH3:13])=[N:6][CH:7]=1)=[O:11], predict the reactants needed to synthesize it. The reactants are: [CH2:1]([C:3]1[C:8]([C:9]([OH:11])=O)=[CH:7][N:6]=[C:5]([S:12][CH3:13])[N:4]=1)[CH3:2].CN(C)C=O.C(Cl)(=O)C(Cl)=O.[Cl:25][C:26]1[CH:32]=[CH:31][CH:30]=[C:29]([CH3:33])[C:27]=1[NH2:28].N1C=CC=CC=1. (7) Given the product [C:14]([O:13][C:11](=[O:12])[CH2:10][N:2]1[CH:3]=[CH:4][C:5]([C:25]2[CH:26]=[N:27][C:28]([NH2:31])=[N:29][CH:30]=2)=[N:1]1)([CH3:17])([CH3:16])[CH3:15], predict the reactants needed to synthesize it. The reactants are: [NH:1]1[C:5](B(O)O)=[CH:4][CH:3]=[N:2]1.Br[CH2:10][C:11]([O:13][C:14]([CH3:17])([CH3:16])[CH3:15])=[O:12].C(=O)([O-])[O-].[K+].[K+].Br[C:25]1[CH:26]=[N:27][C:28]([NH2:31])=[N:29][CH:30]=1.